Task: Regression. Given a peptide amino acid sequence and an MHC pseudo amino acid sequence, predict their binding affinity value. This is MHC class I binding data.. Dataset: Peptide-MHC class I binding affinity with 185,985 pairs from IEDB/IMGT (1) The peptide sequence is ALPPPPPPP. The MHC is HLA-A01:01 with pseudo-sequence HLA-A01:01. The binding affinity (normalized) is 0.0847. (2) The peptide sequence is EPADHLAIM. The MHC is HLA-B15:17 with pseudo-sequence HLA-B15:17. The binding affinity (normalized) is 0.0847.